From a dataset of Full USPTO retrosynthesis dataset with 1.9M reactions from patents (1976-2016). Predict the reactants needed to synthesize the given product. (1) Given the product [Cl:49][C:27]1[C:26]([O:28][C:44]2[CH:45]=[C:46]3[C:41](=[CH:42][CH:43]=2)[N:40]=[CH:39][N:38]=[C:37]3[NH:36][C:33]2[CH:34]=[CH:35][N:31]([CH3:30])[N:32]=2)=[N:25][CH:24]=[C:19]([CH2:10][CH:11]([O:12][CH2:13][CH3:14])[O:15][CH2:16][CH3:17])[CH:22]=1.[Cl:1][C:2]1[C:7]([O:47][C:44]2[CH:45]=[C:46]3[C:41](=[CH:42][CH:43]=2)[N:40]=[CH:39][N:38]=[C:37]3[NH:36][C:33]2[CH:34]=[CH:35][N:31]([CH3:30])[N:32]=2)=[CH:6][C:5]([O:9][CH2:10][CH:11]([O:15][CH2:16][CH3:17])[O:12][CH2:13][CH3:14])=[CH:4][N:3]=1, predict the reactants needed to synthesize it. The reactants are: [Cl:1][C:2]1[C:7](Cl)=[CH:6][C:5]([O:9][CH2:10][CH:11]([O:15][CH2:16][CH3:17])[O:12][CH2:13][CH3:14])=[CH:4][N:3]=1.C[C:19]([CH3:22])([O-])C.[K+].[CH3:24][N:25](C)[C:26](=[O:28])[CH3:27].[CH3:30][N:31]1[CH:35]=[CH:34][C:33]([NH:36][C:37]2[C:46]3[C:41](=[CH:42][CH:43]=[C:44]([OH:47])[CH:45]=3)[N:40]=[CH:39][N:38]=2)=[N:32]1.C(Cl)(Cl)[Cl:49]. (2) Given the product [CH3:1][C:2]1([CH3:20])[CH2:11][CH2:10][C:9]([CH3:13])([CH3:12])[C:8]2[CH:7]=[C:6]([C:14]([O:16][CH2:17][CH3:18])=[O:15])[C:5]([F:23])=[CH:4][C:3]1=2, predict the reactants needed to synthesize it. The reactants are: [CH3:1][C:2]1([CH3:20])[CH2:11][CH2:10][C:9]([CH3:13])([CH3:12])[C:8]2[CH:7]=[C:6]([C:14]([O:16][CH2:17][CH3:18])=[O:15])[C:5](N)=[CH:4][C:3]1=2.[H+].[B-](F)(F)(F)[F:23].N([O-])=O.[Na+]. (3) Given the product [CH:37]1([CH2:36][O:28][C:19]2[CH:20]=[C:21]([C:24]([F:25])([F:27])[F:26])[CH:22]=[CH:23][C:18]=2[C:14]2[N:15]=[CH:16][N:17]=[C:12]([O:11][C:8]3[CH:9]=[C:10]4[C:5]([CH:4]=[CH:3][CH:2]=[N:1]4)=[CH:6][CH:7]=3)[CH:13]=2)[CH2:42][CH2:41][CH2:40][CH2:39][CH2:38]1, predict the reactants needed to synthesize it. The reactants are: [N:1]1[C:10]2[C:5](=[CH:6][CH:7]=[C:8]([O:11][C:12]3[N:17]=[CH:16][N:15]=[C:14]([C:18]4[CH:23]=[CH:22][C:21]([C:24]([F:27])([F:26])[F:25])=[CH:20][C:19]=4[OH:28])[CH:13]=3)[CH:9]=2)[CH:4]=[CH:3][CH:2]=1.C([O-])([O-])=O.[K+].[K+].Br[CH2:36][CH:37]1[CH2:42][CH2:41][CH2:40][CH2:39][CH2:38]1. (4) Given the product [CH2:21]([C@H:9]1[CH2:10][NH:11][CH2:12][CH2:13][NH:8]1)[CH2:22][C:23]1[CH:24]=[CH:25][CH:26]=[CH:27][CH:28]=1, predict the reactants needed to synthesize it. The reactants are: C([N:8]1[CH2:13][CH2:12][N:11](CC2C=CC=CC=2)[CH2:10][C@@H:9]1[CH2:21][CH2:22][C:23]1[CH:28]=[CH:27][CH:26]=[CH:25][CH:24]=1)C1C=CC=CC=1.C([O-])=O.[NH4+].